From a dataset of Human liver microsome stability data. Regression/Classification. Given a drug SMILES string, predict its absorption, distribution, metabolism, or excretion properties. Task type varies by dataset: regression for continuous measurements (e.g., permeability, clearance, half-life) or binary classification for categorical outcomes (e.g., BBB penetration, CYP inhibition). Dataset: hlm. (1) The compound is Cc1cc(-c2cc(CS(C)(=O)=O)ccc2Oc2ccc(F)cc2F)n2ccnc(O)c12. The result is 1 (stable in human liver microsomes). (2) The compound is O=C(N[C@H](Cc1c[nH]c2ccccc12)C(=O)Nc1ccncc1)c1ccc(N2CCN(c3cccc(C(F)(F)F)c3)CC2)cc1F. The result is 1 (stable in human liver microsomes). (3) The drug is Cc1cc(-c2ccc(CC(=O)Nc3ccc4c(c3)C(=O)c3ccccc3-4)cc2)ccn1. The result is 1 (stable in human liver microsomes).